The task is: Predict the product of the given reaction.. This data is from Forward reaction prediction with 1.9M reactions from USPTO patents (1976-2016). (1) Given the reactants [C:1]([OH:5])(=[O:4])[CH2:2][OH:3].C([N:10]([C:16]([O:18][CH2:19][C:20]1[CH:25]=[CH:24][CH:23]=[CH:22][CH:21]=1)=[O:17])[CH2:11][CH2:12][C:13]([OH:15])=[O:14])(C)(C)C, predict the reaction product. The product is: [C:1]([OH:5])(=[O:4])[CH2:2][OH:3].[C:16]([NH:10][CH2:11][CH2:12][C:13]([OH:15])=[O:14])([O:18][CH2:19][C:20]1[CH:25]=[CH:24][CH:23]=[CH:22][CH:21]=1)=[O:17]. (2) Given the reactants C([NH:4][CH:5]([C:10]([OH:12])=[O:11])[CH2:6][CH2:7][S:8][CH3:9])(=O)C, predict the reaction product. The product is: [NH2:4][C@H:5]([C:10]([OH:12])=[O:11])[CH2:6][CH2:7][S:8][CH3:9].